Task: Predict which catalyst facilitates the given reaction.. Dataset: Catalyst prediction with 721,799 reactions and 888 catalyst types from USPTO (1) Reactant: [Cl:1][C:2]1[C:3]([NH:24][C:25]2[CH:30]=[CH:29][C:28]([F:31])=[CH:27][C:26]=2[CH3:32])=[C:4]([C:9]([N:11]2[CH2:16][CH2:15][CH:14]([C:17]3[CH:22]=[CH:21][C:20]([F:23])=[CH:19][CH:18]=3)[CH2:13][CH2:12]2)=[O:10])[CH:5]=[N:6][C:7]=1[SH:8].BrN1[C:38](=[O:39])CCC1=O.[OH2:41]. Product: [Cl:1][C:2]1[C:7]([S:8]([O:39][CH3:38])=[O:41])=[N:6][CH:5]=[C:4]([C:9]([N:11]2[CH2:12][CH2:13][CH:14]([C:17]3[CH:18]=[CH:19][C:20]([F:23])=[CH:21][CH:22]=3)[CH2:15][CH2:16]2)=[O:10])[C:3]=1[NH:24][C:25]1[CH:30]=[CH:29][C:28]([F:31])=[CH:27][C:26]=1[CH3:32]. The catalyst class is: 5. (2) Reactant: [CH2:1]([N:5]1[C:9](=[O:10])[C:8]([NH:11][C:12]2[CH:13]=[C:14]3[C:19](=[CH:20][CH:21]=2)[CH2:18][N:17](C(OC(C)(C)C)=O)[CH2:16][CH2:15]3)=[C:7]([C:29]2[CH:34]=[CH:33][CH:32]=[CH:31][CH:30]=2)[S:6]1(=[O:36])=[O:35])[CH2:2][CH2:3][CH3:4].C([O-])(O)=O.[Na+]. Product: [CH2:1]([N:5]1[C:9](=[O:10])[C:8]([NH:11][C:12]2[CH:13]=[C:14]3[C:19](=[CH:20][CH:21]=2)[CH2:18][NH:17][CH2:16][CH2:15]3)=[C:7]([C:29]2[CH:30]=[CH:31][CH:32]=[CH:33][CH:34]=2)[S:6]1(=[O:35])=[O:36])[CH2:2][CH2:3][CH3:4]. The catalyst class is: 157.